Dataset: Reaction yield outcomes from USPTO patents with 853,638 reactions. Task: Predict the reaction yield, written as a fraction of the theoretical maximum amount of product (1.0 means a 100% yield; for example, 0.34 means a 34% yield). (1) The reactants are [Cl:1][C:2]1[CH:3]=[C:4]([CH:10]=[C:11]([F:39])[C:12]=1[CH:13]=[CH:14][C:15]1[N:16]([C:32]2[CH:37]=[CH:36][C:35]([F:38])=[CH:34][CH:33]=2)[C:17]([C:20]([C:23]2[CH:28]=[CH:27][C:26]([Cl:29])=[C:25]([O:30][CH3:31])[CH:24]=2)([CH3:22])[CH3:21])=[CH:18][N:19]=1)[C:5]([O:7][CH2:8][CH3:9])=[O:6].N#N. The catalyst is CCO.O=[Pt]=O. The product is [Cl:1][C:2]1[CH:3]=[C:4]([CH:10]=[C:11]([F:39])[C:12]=1[CH2:13][CH2:14][C:15]1[N:16]([C:32]2[CH:37]=[CH:36][C:35]([F:38])=[CH:34][CH:33]=2)[C:17]([C:20]([C:23]2[CH:28]=[CH:27][C:26]([Cl:29])=[C:25]([O:30][CH3:31])[CH:24]=2)([CH3:21])[CH3:22])=[CH:18][N:19]=1)[C:5]([O:7][CH2:8][CH3:9])=[O:6]. The yield is 0.680. (2) The reactants are Cl.[NH2:2][CH2:3][C:4]1[CH:12]=[CH:11][CH:10]=[C:9]2[C:5]=1[C:6](=[O:22])[N:7]([CH:14]1[CH2:19][CH2:18][C:17](=[O:20])[NH:16][C:15]1=[O:21])[C:8]2=[O:13].[F:23][C:24]1[C:32]([C:33]([F:36])([F:35])[F:34])=[CH:31][CH:30]=[CH:29][C:25]=1[C:26](Cl)=[O:27].C(N(C(C)C)CC)(C)C. The catalyst is C(Cl)Cl. The product is [O:21]=[C:15]1[CH:14]([N:7]2[C:6](=[O:22])[C:5]3[C:9](=[CH:10][CH:11]=[CH:12][C:4]=3[CH2:3][NH:2][C:26](=[O:27])[C:25]3[CH:29]=[CH:30][CH:31]=[C:32]([C:33]([F:34])([F:35])[F:36])[C:24]=3[F:23])[C:8]2=[O:13])[CH2:19][CH2:18][C:17](=[O:20])[NH:16]1. The yield is 0.720. (3) The reactants are [CH3:1][O:2][C:3]1[CH:37]=[C:36]([O:38][CH3:39])[CH:35]=[CH:34][C:4]=1[CH2:5][N:6]([C:29]1[S:33][N:32]=[CH:31][N:30]=1)[S:7]([C:10]1[CH:18]=[C:17]2[C:13]([C:14](B3OC(C)(C)C(C)(C)O3)=[CH:15][N:16]2[CH3:19])=[CH:12][CH:11]=1)(=[O:9])=[O:8].[Br:40][C:41]1[CH:46]=[C:45]([C:47]([F:50])([F:49])[F:48])[CH:44]=[CH:43][C:42]=1I.P([O-])([O-])([O-])=O.[K+].[K+].[K+]. The catalyst is C1C=CC(P(C2C=CC=CC=2)[C-]2C=CC=C2)=CC=1.C1C=CC(P(C2C=CC=CC=2)[C-]2C=CC=C2)=CC=1.Cl[Pd]Cl.[Fe+2].C(Cl)Cl. The product is [Br:40][C:41]1[CH:46]=[C:45]([C:47]([F:48])([F:49])[F:50])[CH:44]=[CH:43][C:42]=1[C:14]1[C:13]2[C:17](=[CH:18][C:10]([S:7]([N:6]([CH2:5][C:4]3[CH:34]=[CH:35][C:36]([O:38][CH3:39])=[CH:37][C:3]=3[O:2][CH3:1])[C:29]3[S:33][N:32]=[CH:31][N:30]=3)(=[O:8])=[O:9])=[CH:11][CH:12]=2)[N:16]([CH3:19])[CH:15]=1. The yield is 0.436.